Task: Predict the reaction yield, written as a fraction of the theoretical maximum amount of product (1.0 means a 100% yield; for example, 0.34 means a 34% yield).. Dataset: Reaction yield outcomes from USPTO patents with 853,638 reactions The reactants are Br[C:2]1[CH:3]=[C:4]([Cl:13])[C:5]([O:8][CH2:9][CH:10]([CH3:12])[CH3:11])=[N:6][CH:7]=1.[B:14]1([B:14]2[O:18][C:17]([CH3:20])([CH3:19])[C:16]([CH3:22])([CH3:21])[O:15]2)[O:18][C:17]([CH3:20])([CH3:19])[C:16]([CH3:22])([CH3:21])[O:15]1.CC([O-])=O.[K+].C(Cl)Cl. The catalyst is O1CCOCC1.C(OCC)(=O)C.C1C=CC(P(C2C=CC=CC=2)[C-]2C=CC=C2)=CC=1.C1C=CC(P(C2C=CC=CC=2)[C-]2C=CC=C2)=CC=1.Cl[Pd]Cl.[Fe+2]. The product is [Cl:13][C:4]1[C:5]([O:8][CH2:9][CH:10]([CH3:12])[CH3:11])=[N:6][CH:7]=[C:2]([B:14]2[O:18][C:17]([CH3:20])([CH3:19])[C:16]([CH3:22])([CH3:21])[O:15]2)[CH:3]=1. The yield is 0.470.